From a dataset of Experimentally validated miRNA-target interactions with 360,000+ pairs, plus equal number of negative samples. Binary Classification. Given a miRNA mature sequence and a target amino acid sequence, predict their likelihood of interaction. (1) The miRNA is hsa-miR-625-3p with sequence GACUAUAGAACUUUCCCCCUCA. The protein sequence of the target gene is METLKDKTLQELEELQNDSEAIDQLALESPEVQDLQLEREMALATNRSLAERNLEFQGPLEISRSNLSDRYQELRKLVERCQEQKAKLEKFSSALQPGTLLDLLQVEGMKIEEESEAMAEKFLEGEVPLETFLENFSSMRMLSHLRRVRVEKLQEVVRKPRASQELAGDAPPPRPPPPVRPVPQGTPPVVEEQPQPPLAMPPYPLPYSPSPSLPVGPTAHGALPPAPFPVVSQPSFYSGPLGPTYPAAQLGPRGAAGYSWSPQRSMPPRPGYPGTPMGASGPGYPLRGGRAPSPGYPQQS.... Result: 0 (no interaction). (2) The miRNA is mmu-miR-5617-5p with sequence GUAAGUGAGGGCAAGCCUUCUGG. The protein sequence of the target gene is MSAGGPCPAGAGGGPGGSSCPVGVSPGGVSMFRWLEVLEKEFDKAFVDVDLLLGEIDPDQADITYEGRQKMTSLSSCFAQLCHKAQTVSQINHKLEAQLVDLRSELTETQAEKVVLEKEVHEQLLQLHSTQLQLHAKTGQSVDSGAIKAKLSVHSVEDLERELEANKTEKVKEARLEAEVKLLRKENEALRRHIAVLQAEVYGARLAAKYLDKELAGRVQQIQLLGRDMKGPAHDKLWNQLEAEIHLHRHKTVIRACRGRNDLKRPMQAPPGHDQDSLKKSQGVGPIRKVLLLKEDHEGL.... Result: 0 (no interaction). (3) The miRNA is hsa-miR-6737-5p with sequence UUGGGGUGGUCGGCCCUGGAG. The protein sequence of the target gene is MKVIFLRQLKTRGMERKCSRRPGLGPPTLYTFLLGIIFITLSSSRILLVKYSANEENKYDYLPTTVNVCSELMKLILCILVSLCVIKKEDHQSRHLRCTSWKEFSSFMKWSIPAFLYFLDNLIVFYVLSYLQPAMAVIFSNFSIITTALLFRIVLKRHLNWIQWASLLILFLSIVALTASTKTSQHELAGHGFHHDAFFTPSNSCLHFRRDCSLRDNCTSKEWTFSEVQWNTTARVFSHIRLGLGHVLIIVQCFISSMANIYNEKILKEGTQLTESIFIQNSKLYFFGIVFNGLTLVLQS.... Result: 0 (no interaction). (4) The miRNA is hsa-miR-433-3p with sequence AUCAUGAUGGGCUCCUCGGUGU. The protein sequence of the target gene is MPGLGRRAQWLCWWWGLLCSCCGPPPLRPPLPAAAAAAAGGQLLGDGGSPGRTEQPPPSPQSSSGFLYRRLKTQEKREMQKEILSVLGLPHRPRPLHGLQQPQPPALRQQEEQQQQQQLPRGEPPPGRLKSAPLFMLDLYNALSADNDEDGASEGERQQSWPHEAASSSQRRQPPPGAAHPLNRKSLLAPGSGSGGASPLTSAQDSAFLNDADMVMSFVNLVEYDKEFSPRQRHHKEFKFNLSQIPEGEVVTAAEFRIYKDCVMGSFKNQTFLISIYQVLQEHQHRDSDLFLLDTRVVWA.... Result: 0 (no interaction). (5) The miRNA is hsa-miR-3180-3p with sequence UGGGGCGGAGCUUCCGGAGGCC. The protein sequence of the target gene is MHTCCPPVTLEQDLHRKMHSWMLQTLAFAVTSLVLSCAETIDYYGEICDNACPCEEKDGILTVSCENRGIISLSEISPPRFPIYHLLLSGNLLNRLYPNEFVNYTGASILHLGSNVIQDIETGAFHGLRGLRRLHLNNNKLELLRDDTFLGLENLEYLQVDYNYISVIEPNAFGKLHLLQVLILNDNLLSSLPNNLFRFVPLTHLDLRGNRLKLLPYVGLLQHMDKVVELQLEENPWNCSCELISLKDWLDSISYSALVGDVVCETPFRLHGRDLDEVSKQELCPRRLISDYEMRPQTPL.... Result: 1 (interaction). (6) Result: 1 (interaction). The protein sequence of the target gene is MDDLQSQNLSMDMTDSPPALANNRLENGMAQLITTEAWNINSTDLVKKALVTVPAPSILNPPAESQSGMALKVAATVLQPLCLGESPVVMPIHMQVEGSSAPELNPNGNATYVMTTQGPVQLPVVLEQHVFQHLNSPLVLPQEAPCSSSTIHNNLFQGAEDPEAQPQLLDLRIPSQPQEPTLPFEAVLQNLFPSQGTLGPPPCQPPPGYAPVPPQPFSSPLSPLVPPATLLVPYPVIVPLPVPVPIPIPIPMPQSSESKFSSSFPKPPSSFGLHPFKGTQTPLEKDELKPFDILQPKEYF.... The miRNA is hsa-let-7e-5p with sequence UGAGGUAGGAGGUUGUAUAGUU.